Dataset: Catalyst prediction with 721,799 reactions and 888 catalyst types from USPTO. Task: Predict which catalyst facilitates the given reaction. (1) Reactant: C(C1C=CC(C2C=CC=CC=2C(O)=O)=CC=1)(C)(C)C.S(Cl)(Cl)=O.NC1C=CC([N:31]2[CH2:36][CH2:35][CH:34]([CH:37](C3C=CC=CC=3)[C:38]([O:40]C)=[O:39])[CH2:33][CH2:32]2)=CC=1.CCN(C(C)C)C(C)C. Product: [NH:31]1[CH2:36][CH2:35][CH:34]([CH2:37][C:38]([OH:40])=[O:39])[CH2:33][CH2:32]1. The catalyst class is: 85. (2) Reactant: [Br:1][C:2]1[CH:3]=[C:4]([CH2:8][NH2:9])[CH:5]=[CH:6][CH:7]=1.CCN(C(C)C)C(C)C.[C:19](Cl)(=[O:22])[CH:20]=[CH2:21]. Product: [Br:1][C:2]1[CH:3]=[C:4]([CH:5]=[CH:6][CH:7]=1)[CH2:8][NH:9][C:19](=[O:22])[CH:20]=[CH2:21]. The catalyst class is: 2. (3) Reactant: [NH2:1][C:2]1[C:3]2[C:12](=[O:13])[N:11]([C:14]3[CH:19]=[CH:18][C:17]([CH:20]4[CH2:25][CH2:24][CH:23]([CH2:26][C:27]([O:29]C)=[O:28])[CH2:22][CH2:21]4)=[CH:16][CH:15]=3)[CH2:10][CH2:9][C:4]=2[N:5]=[C:6]([CH3:8])[N:7]=1.[OH-].[Li+].Cl. Product: [NH2:1][C:2]1[C:3]2[C:12](=[O:13])[N:11]([C:14]3[CH:19]=[CH:18][C:17]([CH:20]4[CH2:21][CH2:22][CH:23]([CH2:26][C:27]([OH:29])=[O:28])[CH2:24][CH2:25]4)=[CH:16][CH:15]=3)[CH2:10][CH2:9][C:4]=2[N:5]=[C:6]([CH3:8])[N:7]=1. The catalyst class is: 193. (4) Reactant: S(=O)(=O)(O)O.[N+:6]([O-:9])(O)=[O:7].[Cl:10][C:11]1[CH:16]=[C:15]([CH3:17])[CH:14]=[CH:13][C:12]=1[CH3:18]. Product: [Cl:10][C:11]1[CH:16]=[C:15]([CH3:17])[C:14]([N+:6]([O-:9])=[O:7])=[CH:13][C:12]=1[CH3:18]. The catalyst class is: 15.